Dataset: HIV replication inhibition screening data with 41,000+ compounds from the AIDS Antiviral Screen. Task: Binary Classification. Given a drug SMILES string, predict its activity (active/inactive) in a high-throughput screening assay against a specified biological target. (1) The compound is COC(=O)C1COC(C(C)(C)C)N1C(=O)C(c1ccccc1)c1ccccc1. The result is 0 (inactive). (2) The molecule is Fc1ccccc1C=[N+]1N=C(c2ccncc2)[OH+][Cu-3]12[OH+]C(c1ccncc1)=N[N+]2=Cc1ccccc1F. The result is 0 (inactive). (3) The result is 0 (inactive). The molecule is CCOC(=O)CN1CCC2CC1c1c([nH]c3ccccc13)C2c1cc2c(cc1OC)N(C)C1C(O)(C(=O)OC)C(OC(C)=O)C3(CC)C=CCN4CCC21C43. (4) The result is 0 (inactive). The molecule is C1CSCCSCCSCCSCCSCCS1. (5) The drug is Clc1ccc2c(Cl)nc(-c3ccccc3)nc2c1. The result is 0 (inactive). (6) The drug is O=C1Nc2n[nH]c(=S)n2NC12c1ccccc1-c1ccccc12. The result is 0 (inactive). (7) The compound is CN1C2CC(=O)CC1C(O)C2O. The result is 0 (inactive). (8) The drug is C=CCCCCCCCCCOC1C=CC(OC(C)=O)C(COC(C)=O)O1. The result is 0 (inactive). (9) The result is 0 (inactive). The compound is O=C1CCCCC1=O. (10) The compound is COC(=O)C1=NC(=N)N=C(C(=O)OC)C12C(=O)Cc1ccccc12. The result is 1 (active).